From a dataset of Forward reaction prediction with 1.9M reactions from USPTO patents (1976-2016). Predict the product of the given reaction. (1) Given the reactants [NH2:1][C:2]1[CH:7]=[CH:6][C:5]([CH3:8])=[CH:4][CH:3]=1.C[Al](C)C.[F:13][C:14]1[CH:19]=[C:18]([F:20])[CH:17]=[CH:16][C:15]=1[C@@:21]([OH:47])([CH2:41][N:42]1[CH:46]=[N:45][CH:44]=[N:43]1)[C@H:22]([S:24][C@@H:25]1[CH2:30][O:29][C@@H:28]([C:31]2[CH:40]=[CH:39][C:34]([C:35](OC)=[O:36])=[CH:33][CH:32]=2)[O:27][CH2:26]1)[CH3:23], predict the reaction product. The product is: [F:13][C:14]1[CH:19]=[C:18]([F:20])[CH:17]=[CH:16][C:15]=1[C@@:21]([OH:47])([CH2:41][N:42]1[CH:46]=[N:45][CH:44]=[N:43]1)[C@H:22]([S:24][C@@H:25]1[CH2:30][O:29][C@@H:28]([C:31]2[CH:32]=[CH:33][C:34]([C:35]([NH:1][C:2]3[CH:7]=[CH:6][C:5]([CH3:8])=[CH:4][CH:3]=3)=[O:36])=[CH:39][CH:40]=2)[O:27][CH2:26]1)[CH3:23]. (2) Given the reactants [Cl:1][C:2]1[C:11]2[C:10](=[O:12])[NH:9][C@@H:8]3[CH2:13][N:14](C(OC(C)(C)C)=O)[CH2:15][C@H:7]3[C:6]=2[CH:5]=[C:4]([CH2:23][CH2:24][CH3:25])[CH:3]=1.Br[C:27]1C=CC(C(N(CC)CC)=O)=C(Cl)C=1, predict the reaction product. The product is: [ClH:1].[Cl:1][C:2]1[C:11]2[C:10](=[O:12])[N:9]([CH3:27])[C@@H:8]3[CH2:13][NH:14][CH2:15][C@H:7]3[C:6]=2[CH:5]=[C:4]([CH2:23][CH2:24][CH3:25])[CH:3]=1. (3) Given the reactants [BH4-].[Na+].[CH3:3][N:4]1[C:9]2[S:10][CH:11]=[C:12]([CH3:13])[C:8]=2[S:7](=[O:15])(=[O:14])[N:6]=[CH:5]1.Cl, predict the reaction product. The product is: [CH3:3][N:4]1[C:9]2[S:10][CH:11]=[C:12]([CH3:13])[C:8]=2[S:7](=[O:15])(=[O:14])[NH:6][CH2:5]1. (4) Given the reactants Cl[C:2]1[CH:7]=[C:6]([Cl:8])[C:5]([CH3:9])=[CH:4][N+:3]=1[O-:10].[CH2:11]([NH:18][CH2:19][C@@H:20]1[CH2:25][CH2:24][C@H:23]([NH2:26])[CH2:22][CH2:21]1)[C:12]1[CH:17]=[CH:16][CH:15]=[CH:14][CH:13]=1.C(O)CCC.C([O-])(O)=O.[Na+], predict the reaction product. The product is: [CH2:11]([NH:18][CH2:19][C@@H:20]1[CH2:25][CH2:24][C@H:23]([NH:26][C:2]2[N+:3]([O-:10])=[CH:4][C:5]([CH3:9])=[C:6]([Cl:8])[CH:7]=2)[CH2:22][CH2:21]1)[C:12]1[CH:17]=[CH:16][CH:15]=[CH:14][CH:13]=1. (5) Given the reactants [CH2:1](C1N=C2NC(=O)NC2=C(C)C=1)[C:2]1C=CC=CC=1.[CH2:19]([C:26]1[CH:31]=[C:30]([CH3:32])[N:29]=[C:28]2[NH:33][C:34](=O)[NH:35][C:27]=12)[C:20]1[CH:25]=[CH:24][CH:23]=[CH:22][CH:21]=1.C(O)(=O)CC.[Cl-].[Mg+2].[Cl-], predict the reaction product. The product is: [CH2:19]([C:26]1[CH:31]=[C:30]([CH3:32])[N:29]=[C:28]2[NH:33][C:34]([CH2:1][CH3:2])=[N:35][C:27]=12)[C:20]1[CH:25]=[CH:24][CH:23]=[CH:22][CH:21]=1. (6) Given the reactants [CH3:1][C:2]1[CH:3]=[CH:4][C:5]([O:15][CH2:16][C:17]2[CH:22]=[CH:21][C:20]([F:23])=[CH:19][CH:18]=2)=[C:6]([C:8](=O)[CH2:9][CH2:10][C:11](=O)[CH3:12])[CH:7]=1.[CH3:24][O:25][C:26](=[O:38])[C:27]1[CH:32]=[CH:31][C:30](N)=[CH:29][C:28]=1[O:34][CH:35]([F:37])[F:36].CC1C=CC(S(O)(=O)=O)=CC=1.C[N:51]1C(=O)CCC1, predict the reaction product. The product is: [CH3:24][O:25][C:26](=[O:38])[C:27]1[C:28]([O:34][CH:35]([F:37])[F:36])=[CH:29][CH:30]=[C:31]([N:51]2[C:11]([CH3:12])=[CH:10][CH:9]=[C:8]2[C:6]2[CH:7]=[C:2]([CH3:1])[CH:3]=[CH:4][C:5]=2[O:15][CH2:16][C:17]2[CH:22]=[CH:21][C:20]([F:23])=[CH:19][CH:18]=2)[CH:32]=1. (7) Given the reactants [C:1]([O:5][C:6](=[O:11])[NH:7][CH2:8][CH2:9][NH2:10])([CH3:4])([CH3:3])[CH3:2].[CH3:12][CH2:13][O:14][C:15]([CH2:17]Br)=[O:16].C([O-])(O)=O.[Na+].C1(C)C=CC=CC=1.[C:31]([O:34][CH2:35][CH3:36])(=[O:33])[CH3:32], predict the reaction product. The product is: [CH2:13]([O:14][C:15](=[O:16])[CH2:17][N:10]([CH2:9][CH2:8][NH:7][C:6]([O:5][C:1]([CH3:4])([CH3:2])[CH3:3])=[O:11])[CH2:32][C:31]([O:34][CH2:35][CH3:36])=[O:33])[CH3:12].